From a dataset of NCI-60 drug combinations with 297,098 pairs across 59 cell lines. Regression. Given two drug SMILES strings and cell line genomic features, predict the synergy score measuring deviation from expected non-interaction effect. (1) Drug 1: CCCS(=O)(=O)NC1=C(C(=C(C=C1)F)C(=O)C2=CNC3=C2C=C(C=N3)C4=CC=C(C=C4)Cl)F. Synergy scores: CSS=14.4, Synergy_ZIP=0.470, Synergy_Bliss=10.1, Synergy_Loewe=4.62, Synergy_HSA=6.71. Drug 2: CC1=C(C=C(C=C1)NC2=NC=CC(=N2)N(C)C3=CC4=NN(C(=C4C=C3)C)C)S(=O)(=O)N.Cl. Cell line: A498. (2) Drug 1: C1=CC=C(C=C1)NC(=O)CCCCCCC(=O)NO. Drug 2: CCC1(C2=C(COC1=O)C(=O)N3CC4=CC5=C(C=CC(=C5CN(C)C)O)N=C4C3=C2)O.Cl. Cell line: SF-268. Synergy scores: CSS=26.5, Synergy_ZIP=-4.04, Synergy_Bliss=4.62, Synergy_Loewe=-20.9, Synergy_HSA=0.632. (3) Drug 1: CN(C)N=NC1=C(NC=N1)C(=O)N. Drug 2: CC1=C(C(=CC=C1)Cl)NC(=O)C2=CN=C(S2)NC3=CC(=NC(=N3)C)N4CCN(CC4)CCO. Cell line: HCC-2998. Synergy scores: CSS=1.36, Synergy_ZIP=1.35, Synergy_Bliss=6.36, Synergy_Loewe=2.14, Synergy_HSA=2.28. (4) Drug 1: CNC(=O)C1=CC=CC=C1SC2=CC3=C(C=C2)C(=NN3)C=CC4=CC=CC=N4. Drug 2: CC1C(C(CC(O1)OC2CC(CC3=C2C(=C4C(=C3O)C(=O)C5=C(C4=O)C(=CC=C5)OC)O)(C(=O)CO)O)N)O.Cl. Cell line: SF-268. Synergy scores: CSS=43.5, Synergy_ZIP=-0.193, Synergy_Bliss=1.65, Synergy_Loewe=-6.72, Synergy_HSA=1.42. (5) Drug 1: CN1CCC(CC1)COC2=C(C=C3C(=C2)N=CN=C3NC4=C(C=C(C=C4)Br)F)OC. Synergy scores: CSS=12.9, Synergy_ZIP=-7.98, Synergy_Bliss=0.00873, Synergy_Loewe=-2.61, Synergy_HSA=-2.37. Cell line: M14. Drug 2: C1CC(C1)(C(=O)O)C(=O)O.[NH2-].[NH2-].[Pt+2].